From a dataset of CYP2C9 inhibition data for predicting drug metabolism from PubChem BioAssay. Regression/Classification. Given a drug SMILES string, predict its absorption, distribution, metabolism, or excretion properties. Task type varies by dataset: regression for continuous measurements (e.g., permeability, clearance, half-life) or binary classification for categorical outcomes (e.g., BBB penetration, CYP inhibition). Dataset: cyp2c9_veith. (1) The compound is CC(Sc1ccc2c(c1)OCCO2)C(=O)Nc1ncc(Cl)cc1Cl. The result is 1 (inhibitor). (2) The drug is O=C(Nc1nnc(COc2ccc(Cl)cc2)s1)c1ccc([N+](=O)[O-])cc1. The result is 0 (non-inhibitor). (3) The compound is COCCNc1nc(-c2ccccc2C)nc2ccccc12. The result is 0 (non-inhibitor). (4) The compound is COc1cc(CCN)ccc1O. The result is 0 (non-inhibitor). (5) The compound is O=[N+]([O-])c1ccccc1/C=N/n1c(COc2ccccc2)n[nH]c1=S. The result is 1 (inhibitor). (6) The result is 0 (non-inhibitor). The molecule is CCOC(=O)C[C@@H](CC(C)=O)C(=O)OCC. (7) The compound is Clc1ccccc1-c1nc(N2CCNCC2)c2ccccc2n1. The result is 0 (non-inhibitor).